This data is from Full USPTO retrosynthesis dataset with 1.9M reactions from patents (1976-2016). The task is: Predict the reactants needed to synthesize the given product. (1) Given the product [ClH:18].[CH:15]([N:11]1[CH2:12][CH2:13][CH2:14][NH:8][CH2:9][CH2:10]1)([CH3:17])[CH3:16], predict the reactants needed to synthesize it. The reactants are: C(OC([N:8]1[CH2:14][CH2:13][CH2:12][N:11]([CH:15]([CH3:17])[CH3:16])[CH2:10][CH2:9]1)=O)(C)(C)C.[ClH:18]. (2) Given the product [O:1]([C:8]1[CH:9]=[C:10]([CH:26]=[CH:27][CH:28]=1)[CH2:11][N:12]1[CH2:17][CH2:16][CH:15]([N:18]2[C:19]3[CH:24]=[CH:23][CH:22]=[CH:21][C:20]=3[N:25]=[C:31]2[NH2:30])[CH2:14][CH2:13]1)[C:2]1[CH:3]=[CH:4][CH:5]=[CH:6][CH:7]=1, predict the reactants needed to synthesize it. The reactants are: [O:1]([C:8]1[CH:9]=[C:10]([CH:26]=[CH:27][CH:28]=1)[CH2:11][N:12]1[CH2:17][CH2:16][CH:15]([NH:18][C:19]2[C:20]([NH2:25])=[CH:21][CH:22]=[CH:23][CH:24]=2)[CH2:14][CH2:13]1)[C:2]1[CH:7]=[CH:6][CH:5]=[CH:4][CH:3]=1.O.[N:30]#[C:31]Br. (3) Given the product [CH2:1]([C@H:8]1[N:13]([C:14]([C:16]2[N:17]=[CH:18][N:19]([CH:27]3[CH2:32][CH2:31][CH2:30][NH:29][CH2:28]3)[C:20]=2[C:21]2[CH:26]=[CH:25][CH:24]=[CH:23][CH:22]=2)=[O:15])[CH2:12][CH2:11][N:10]([C:43]([O:45][C:46]([CH3:49])([CH3:48])[CH3:47])=[O:44])[CH2:9]1)[C:2]1[CH:7]=[CH:6][CH:5]=[CH:4][CH:3]=1, predict the reactants needed to synthesize it. The reactants are: [CH2:1]([C@H:8]1[N:13]([C:14]([C:16]2[N:17]=[CH:18][N:19]([CH:27]3[CH2:32][CH2:31][CH2:30][N:29](C(OCC4C=CC=CC=4)=O)[CH2:28]3)[C:20]=2[C:21]2[CH:26]=[CH:25][CH:24]=[CH:23][CH:22]=2)=[O:15])[CH2:12][CH2:11][N:10]([C:43]([O:45][C:46]([CH3:49])([CH3:48])[CH3:47])=[O:44])[CH2:9]1)[C:2]1[CH:7]=[CH:6][CH:5]=[CH:4][CH:3]=1.